Predict the reaction yield, written as a fraction of the theoretical maximum amount of product (1.0 means a 100% yield; for example, 0.34 means a 34% yield). From a dataset of Reaction yield outcomes from USPTO patents with 853,638 reactions. (1) The reactants are [N:1]([O-:3])=[O:2].[Na+].[CH:5]1([C:8]2[C:17]3[C:12](=[CH:13][CH:14]=[CH:15][CH:16]=3)[CH:11]=[CH:10][CH:9]=2)[CH2:7][CH2:6]1.O. The catalyst is C(OCC)(=O)C. The product is [CH:5]1([C:8]2[C:17]3[C:12](=[CH:13][CH:14]=[CH:15][CH:16]=3)[C:11]([N+:1]([O-:3])=[O:2])=[CH:10][CH:9]=2)[CH2:7][CH2:6]1. The yield is 0.640. (2) The reactants are [CH3:1][CH:2]1[CH2:7][CH2:6][CH:5]([CH2:8][OH:9])[CH2:4][CH2:3]1.CC(OI1(OC(C)=O)(OC(C)=O)OC(=O)C2C=CC=CC1=2)=O. The catalyst is C(Cl)Cl.[OH-].[Na+]. The product is [CH3:1][CH:2]1[CH2:7][CH2:6][CH:5]([CH:8]=[O:9])[CH2:4][CH2:3]1. The yield is 1.00. (3) The reactants are [F:1][C:2]1[CH:3]=[C:4]([CH:7]=[C:8]([O:11]C)[C:9]=1[OH:10])[CH:5]=[O:6].B(Br)(Br)Br. The catalyst is ClCCl. The product is [F:1][C:2]1[CH:3]=[C:4]([CH:7]=[C:8]([OH:11])[C:9]=1[OH:10])[CH:5]=[O:6]. The yield is 0.890. (4) The reactants are [Br:1][C:2]1[CH:3]=[C:4]([S:8]([NH:11][C:12]2[C:17]([OH:18])=[CH:16][C:15]([Cl:19])=[CH:14][N:13]=2)(=[O:10])=[O:9])[CH:5]=[N:6][CH:7]=1.Cl[C:21]1C=C(OC)C(NS(C2C=CC=C(OC(F)(F)F)C=2)(=O)=O)=NC=1. No catalyst specified. The product is [Br:1][C:2]1[CH:3]=[C:4]([S:8]([NH:11][C:12]2[C:17]([O:18][CH3:21])=[CH:16][C:15]([Cl:19])=[CH:14][N:13]=2)(=[O:10])=[O:9])[CH:5]=[N:6][CH:7]=1. The yield is 0.440. (5) The product is [CH3:1][O:2][C:3]([C:5]1([NH:10][C:11]([CH:13]2[CH2:17][CH:16]([O:18][C:19]3[C:28]4[C:23](=[C:24]([Cl:36])[C:25]([O:29][CH2:30][CH2:31][N:64]5[CH2:69][CH2:68][O:67][CH2:66][CH2:65]5)=[CH:26][CH:27]=4)[N:22]=[C:21]([C:37]4[N:38]=[C:39]([NH:42][CH:43]([CH3:44])[CH3:45])[S:40][CH:41]=4)[CH:20]=3)[CH2:15][N:14]2[C:46](=[O:62])[CH:47]([NH:52][C:53]([O:55][CH:56]2[CH2:57][CH:58]3[CH:60]([CH2:59]3)[CH2:61]2)=[O:54])[C:48]([CH3:50])([CH3:51])[CH3:49])=[O:12])[CH2:7][CH:6]1[CH2:8][CH3:9])=[O:4]. The reactants are [CH3:1][O:2][C:3]([C:5]1([NH:10][C:11]([CH:13]2[CH2:17][CH:16]([O:18][C:19]3[C:28]4[C:23](=[C:24]([Cl:36])[C:25]([O:29][CH2:30][CH:31](OC)OC)=[CH:26][CH:27]=4)[N:22]=[C:21]([C:37]4[N:38]=[C:39]([NH:42][CH:43]([CH3:45])[CH3:44])[S:40][CH:41]=4)[CH:20]=3)[CH2:15][N:14]2[C:46](=[O:62])[CH:47]([NH:52][C:53]([O:55][CH:56]2[CH2:61][CH:60]3[CH:58]([CH2:59]3)[CH2:57]2)=[O:54])[C:48]([CH3:51])([CH3:50])[CH3:49])=[O:12])[CH2:7][CH:6]1[CH2:8][CH3:9])=[O:4].Cl.[NH:64]1[CH2:69][CH2:68][O:67][CH2:66][CH2:65]1.C(O[BH-](OC(=O)C)OC(=O)C)(=O)C.[Na+].C([O-])(O)=O.[Na+]. The yield is 0.500. The catalyst is C(O)(=O)C.O. (6) The reactants are [NH:1]1[C:10]2[C:5](=[CH:6][CH:7]=[CH:8][CH:9]=2)[CH2:4][CH2:3][CH2:2]1.[N+:11]([O-])([OH:13])=[O:12]. The catalyst is S(=O)(=O)(O)O. The product is [N+:11]([C:8]1[CH:9]=[C:10]2[C:5]([CH2:4][CH2:3][CH2:2][NH:1]2)=[CH:6][CH:7]=1)([O-:13])=[O:12]. The yield is 0.610. (7) The reactants are [CH3:1][C@@H:2]1[CH2:7][NH:6][CH2:5][CH2:4][NH:3]1.[CH3:8][C:9]([O:12][C:13](O[C:13]([O:12][C:9]([CH3:11])([CH3:10])[CH3:8])=[O:14])=[O:14])([CH3:11])[CH3:10]. The catalyst is C(Cl)Cl. The product is [CH3:1][C@H:2]1[NH:3][CH2:4][CH2:5][N:6]([C:13]([O:12][C:9]([CH3:11])([CH3:10])[CH3:8])=[O:14])[CH2:7]1. The yield is 0.500.